Dataset: NCI-60 drug combinations with 297,098 pairs across 59 cell lines. Task: Regression. Given two drug SMILES strings and cell line genomic features, predict the synergy score measuring deviation from expected non-interaction effect. (1) Cell line: MALME-3M. Drug 1: C1=CC(=CC=C1CCC2=CNC3=C2C(=O)NC(=N3)N)C(=O)NC(CCC(=O)O)C(=O)O. Drug 2: COCCOC1=C(C=C2C(=C1)C(=NC=N2)NC3=CC=CC(=C3)C#C)OCCOC.Cl. Synergy scores: CSS=17.9, Synergy_ZIP=-0.116, Synergy_Bliss=2.70, Synergy_Loewe=2.03, Synergy_HSA=3.96. (2) Drug 1: COC1=NC(=NC2=C1N=CN2C3C(C(C(O3)CO)O)O)N. Drug 2: CC1=C2C(C(=O)C3(C(CC4C(C3C(C(C2(C)C)(CC1OC(=O)C(C(C5=CC=CC=C5)NC(=O)OC(C)(C)C)O)O)OC(=O)C6=CC=CC=C6)(CO4)OC(=O)C)O)C)O. Cell line: PC-3. Synergy scores: CSS=-8.09, Synergy_ZIP=5.52, Synergy_Bliss=2.07, Synergy_Loewe=-5.24, Synergy_HSA=-6.94.